Task: Predict the reactants needed to synthesize the given product.. Dataset: Full USPTO retrosynthesis dataset with 1.9M reactions from patents (1976-2016) (1) Given the product [Br:1][C:2]1[CH:3]=[CH:4][C:5]([C:10]([O:11][CH3:12])=[O:15])=[N:6][C:7]=1[O:8][CH3:9], predict the reactants needed to synthesize it. The reactants are: [Br:1][C:2]1[CH:3]=[CH:4][C:5]([C:10](=N)[O:11][CH3:12])=[N:6][C:7]=1[O:8][CH3:9].C[OH:15]. (2) The reactants are: Cl[C:2]1[CH:11]=[CH:10][C:9]2[C:4](=[CH:5][CH:6]=[CH:7][CH:8]=2)[N:3]=1.[CH3:12][O:13][C:14]1[CH:15]=[C:16](B(O)O)[CH:17]=[CH:18][CH:19]=1.O.C([O-])([O-])=O.[K+].[K+]. Given the product [CH3:12][O:13][C:14]1[CH:19]=[C:18]([C:2]2[CH:11]=[CH:10][C:9]3[C:4](=[CH:5][CH:6]=[CH:7][CH:8]=3)[N:3]=2)[CH:17]=[CH:16][CH:15]=1, predict the reactants needed to synthesize it.